From a dataset of Reaction yield outcomes from USPTO patents with 853,638 reactions. Predict the reaction yield, written as a fraction of the theoretical maximum amount of product (1.0 means a 100% yield; for example, 0.34 means a 34% yield). (1) The reactants are [C:1]([C:5]1[CH:9]=[C:8]([NH2:10])[N:7]([C:11]2[CH:16]=[CH:15][CH:14]=[CH:13][C:12]=2[CH3:17])[N:6]=1)([CH3:4])([CH3:3])[CH3:2].[Br:18]Br. The catalyst is C(O)(=O)C.O. The product is [Br:18][C:9]1[C:5]([C:1]([CH3:4])([CH3:3])[CH3:2])=[N:6][N:7]([C:11]2[CH:16]=[CH:15][CH:14]=[CH:13][C:12]=2[CH3:17])[C:8]=1[NH2:10]. The yield is 0.700. (2) The reactants are [CH2:1]([O:8][CH2:9][CH:10]=[CH:11][CH:12]=[O:13])[C:2]1[CH:7]=[CH:6][CH:5]=[CH:4][CH:3]=1.[CH3:14][O:15][C:16]1[CH:24]=[CH:23][CH:22]=[C:21]2[C:17]=1[CH:18]=[CH:19][N:20]2[CH3:25].C(O)(C(F)(F)F)=O.C([C@@H]1N[C@H](C(C)(C)C)N(C)C1=O)C1C=CC=CC=1. The catalyst is C(Cl)Cl.C(O)(C)C. The product is [CH2:1]([O:8][CH2:9][C@@H:10]([C:18]1[C:17]2[C:21](=[CH:22][CH:23]=[CH:24][C:16]=2[O:15][CH3:14])[N:20]([CH3:25])[CH:19]=1)[CH2:11][CH:12]=[O:13])[C:2]1[CH:7]=[CH:6][CH:5]=[CH:4][CH:3]=1. The yield is 0.900. (3) The reactants are [Br:1][C:2]1[CH:7]=[CH:6][C:5]([C:8]2([N:11]([CH2:16][CH2:17][C:18](O)([C:23]3[CH:28]=[CH:27][CH:26]=[CH:25][CH:24]=3)[CH2:19][C:20]([CH3:22])=[CH2:21])[C:12](=[O:15])[O:13]C)[CH2:10][CH2:9]2)=[CH:4][CH:3]=1.[H-].[Na+]. The catalyst is C1COCC1. The product is [Br:1][C:2]1[CH:7]=[CH:6][C:5]([C:8]2([N:11]3[CH2:16][CH2:17][C:18]([CH2:19][C:20]([CH3:22])=[CH2:21])([C:23]4[CH:24]=[CH:25][CH:26]=[CH:27][CH:28]=4)[O:13][C:12]3=[O:15])[CH2:9][CH2:10]2)=[CH:4][CH:3]=1. The yield is 0.610. (4) The reactants are Cl.[Cl:2][CH2:3][CH2:4][NH2:5].[CH3:6][CH2:7][CH2:8][CH2:9][CH2:10][CH3:11].[C:12]([O:15]CC)(=[O:14])C. The catalyst is C(OCC)C.CCCCCC. The product is [Cl:2][CH2:3][CH2:4][NH:5][C:12](=[O:14])[O:15][C:8]1[CH:7]=[CH:6][CH:11]=[CH:10][CH:9]=1. The yield is 0.610. (5) The reactants are Cl.[F:2][C:3]([F:35])([F:34])[C:4]1[CH:5]=[C:6]([C@@H:14]([N:16]([CH3:33])[C:17]([C@H:19]2[CH2:24][CH2:23][NH:22][CH2:21][C@@H:20]2[C:25]2[CH:30]=[CH:29][C:28]([F:31])=[CH:27][C:26]=2[CH3:32])=[O:18])[CH3:15])[CH:7]=[C:8]([C:10]([F:13])([F:12])[F:11])[CH:9]=1.[CH3:36][S:37]([CH2:40][CH2:41][C:42](O)=[O:43])(=[O:39])=[O:38].CCN=C=NCCCN(C)C.Cl.C1C=CC2N(O)N=NC=2C=1. The catalyst is C1COCC1.O.CCN(CC)CC. The product is [F:35][C:3]([F:2])([F:34])[C:4]1[CH:5]=[C:6]([C@@H:14]([N:16]([CH3:33])[C:17]([C@H:19]2[CH2:24][CH2:23][N:22]([C:42](=[O:43])[CH2:41][CH2:40][S:37]([CH3:36])(=[O:39])=[O:38])[CH2:21][C@@H:20]2[C:25]2[CH:30]=[CH:29][C:28]([F:31])=[CH:27][C:26]=2[CH3:32])=[O:18])[CH3:15])[CH:7]=[C:8]([C:10]([F:12])([F:13])[F:11])[CH:9]=1. The yield is 0.690. (6) The reactants are [Cl:1][C:2]1[CH:3]=[C:4]([C:12]2[N:16]=[C:15]([C:17]3[CH:26]=[CH:25][CH:24]=[C:23]4[C:18]=3[CH2:19][CH2:20][N:21]([CH2:27][C:28]([O:30]C(C)(C)C)=[O:29])[CH2:22]4)[O:14][N:13]=2)[CH:5]=[CH:6][C:7]=1[O:8][CH:9]([CH3:11])[CH3:10].C([SiH](C(C)C)C(C)C)(C)C.C(O)(C(F)(F)F)=O. The catalyst is ClCCl. The product is [Cl:1][C:2]1[CH:3]=[C:4]([C:12]2[N:16]=[C:15]([C:17]3[CH:26]=[CH:25][CH:24]=[C:23]4[C:18]=3[CH2:19][CH2:20][N:21]([CH2:27][C:28]([OH:30])=[O:29])[CH2:22]4)[O:14][N:13]=2)[CH:5]=[CH:6][C:7]=1[O:8][CH:9]([CH3:10])[CH3:11]. The yield is 0.930. (7) The catalyst is C(Cl)Cl. The yield is 0.920. The product is [CH3:8][O:9][C:10]1[CH:11]=[C:12]([NH:22][C:23]2[N:24]=[CH:25][C:26]3[CH2:32][NH:31][CH2:30][CH:29]([C:3]4[CH:2]=[CH:14][CH:15]=[CH:10][CH:11]=4)[C:27]=3[N:28]=2)[CH:13]=[CH:14][C:15]=1[N:16]1[CH:20]=[C:19]([CH3:21])[N:18]=[CH:17]1. The reactants are F[C:2](F)(F)[C:3](O)=O.[CH3:8][O:9][C:10]1[CH:11]=[C:12]([NH:22][C:23]2[N:24]=[C:25](CCC3CCCO3)[C:26]3[CH2:32][N:31](C(OC(C)(C)C)=O)[CH2:30][CH2:29][C:27]=3[N:28]=2)[CH:13]=[CH:14][C:15]=1[N:16]1[CH:20]=[C:19]([CH3:21])[N:18]=[CH:17]1.